Dataset: TCR-epitope binding with 47,182 pairs between 192 epitopes and 23,139 TCRs. Task: Binary Classification. Given a T-cell receptor sequence (or CDR3 region) and an epitope sequence, predict whether binding occurs between them. The epitope is LLFGYPVYV. The TCR CDR3 sequence is CASSSSLGYEQYF. Result: 0 (the TCR does not bind to the epitope).